The task is: Regression. Given a peptide amino acid sequence and an MHC pseudo amino acid sequence, predict their binding affinity value. This is MHC class I binding data.. This data is from Peptide-MHC class I binding affinity with 185,985 pairs from IEDB/IMGT. (1) The peptide sequence is FLKSDYFPSV. The MHC is HLA-A68:02 with pseudo-sequence HLA-A68:02. The binding affinity (normalized) is 0.519. (2) The peptide sequence is RQIQVEGLK. The MHC is HLA-B07:02 with pseudo-sequence HLA-B07:02. The binding affinity (normalized) is 0.0847.